This data is from Peptide-MHC class II binding affinity with 134,281 pairs from IEDB. The task is: Regression. Given a peptide amino acid sequence and an MHC pseudo amino acid sequence, predict their binding affinity value. This is MHC class II binding data. The peptide sequence is GATDVDGMAWFTPVG. The binding affinity (normalized) is 0.0999. The MHC is HLA-DPA10103-DPB10301 with pseudo-sequence HLA-DPA10103-DPB10301.